From a dataset of Catalyst prediction with 721,799 reactions and 888 catalyst types from USPTO. Predict which catalyst facilitates the given reaction. Reactant: [CH2:1]=[C:2]([CH2:5][OH:6])[CH2:3][OH:4].C([Zn]CC)C.[Br:12][C:13]1[CH:18]=[CH:17][C:16]([C:19](Cl)=[N:20][OH:21])=[CH:15][CH:14]=1.[Cl-].[NH4+]. Product: [Br:12][C:13]1[CH:18]=[CH:17][C:16]([C:19]2[CH2:1][C:2]([CH2:5][OH:6])([CH2:3][OH:4])[O:21][N:20]=2)=[CH:15][CH:14]=1. The catalyst class is: 665.